From a dataset of Reaction yield outcomes from USPTO patents with 853,638 reactions. Predict the reaction yield, written as a fraction of the theoretical maximum amount of product (1.0 means a 100% yield; for example, 0.34 means a 34% yield). (1) The reactants are [Cl:1][C:2]1[CH:7]=[CH:6][C:5]([C@H:8]2[C@@H:12]([C:13]3[CH:18]=[CH:17][C:16]([Cl:19])=[CH:15][CH:14]=3)[N:11]([C:20](Cl)=[O:21])[C:10]([C:23]3[CH:28]=[CH:27][C:26]([C:29]([C:32](=[O:38])[N:33]([CH2:36][CH3:37])[CH2:34][CH3:35])([CH3:31])[CH3:30])=[CH:25][C:24]=3[O:39][CH2:40][CH3:41])=[N:9]2)=[CH:4][CH:3]=1.Cl.Cl.[CH3:44][S:45]([CH2:48][CH2:49][N:50]1[CH2:55][CH2:54][NH:53][CH2:52][CH2:51]1)(=[O:47])=[O:46]. No catalyst specified. The product is [Cl:1][C:2]1[CH:7]=[CH:6][C:5]([C@H:8]2[C@@H:12]([C:13]3[CH:14]=[CH:15][C:16]([Cl:19])=[CH:17][CH:18]=3)[N:11]([C:20]([N:53]3[CH2:52][CH2:51][N:50]([CH2:49][CH2:48][S:45]([CH3:44])(=[O:46])=[O:47])[CH2:55][CH2:54]3)=[O:21])[C:10]([C:23]3[CH:28]=[CH:27][C:26]([C:29]([CH3:31])([CH3:30])[C:32]([N:33]([CH2:36][CH3:37])[CH2:34][CH3:35])=[O:38])=[CH:25][C:24]=3[O:39][CH2:40][CH3:41])=[N:9]2)=[CH:4][CH:3]=1. The yield is 0.870. (2) The reactants are [CH2:1]([O:8][C:9]([N:11]1[CH2:16][CH2:15][N:14]([CH:17]2[CH2:22][CH2:21][N:20]([C:23]3[CH:28]=[CH:27][C:26]([NH2:29])=[C:25]([O:30][CH3:31])[CH:24]=3)[CH2:19][CH2:18]2)[CH2:13][CH2:12]1)=[O:10])[C:2]1[CH:7]=[CH:6][CH:5]=[CH:4][CH:3]=1.CS([C:35]1[N:40]=[CH:39][C:38]2=[CH:41][CH:42]=[C:43]([C:44]3[CH:49]=[CH:48][CH:47]=[CH:46][C:45]=3[O:50][CH3:51])[N:37]2[N:36]=1)=O.C([O-])(=O)C.[K+]. The catalyst is CN(C)C=O. The product is [CH2:1]([O:8][C:9]([N:11]1[CH2:16][CH2:15][N:14]([CH:17]2[CH2:22][CH2:21][N:20]([C:23]3[CH:28]=[CH:27][C:26]([NH:29][C:35]4[N:40]=[CH:39][C:38]5=[CH:41][CH:42]=[C:43]([C:44]6[CH:49]=[CH:48][CH:47]=[CH:46][C:45]=6[O:50][CH3:51])[N:37]5[N:36]=4)=[C:25]([O:30][CH3:31])[CH:24]=3)[CH2:19][CH2:18]2)[CH2:13][CH2:12]1)=[O:10])[C:2]1[CH:7]=[CH:6][CH:5]=[CH:4][CH:3]=1. The yield is 0.0900. (3) The reactants are [CH2:1]([O:9][CH2:10][CH2:11][CH2:12][C:13]([O:15]C(C)(C)C)=[O:14])[CH2:2][C:3]1[CH:8]=[CH:7][CH:6]=[CH:5][CH:4]=1. The catalyst is C(O)(C(F)(F)F)=O. The product is [CH2:1]([O:9][CH2:10][CH2:11][CH2:12][C:13]([OH:15])=[O:14])[CH2:2][C:3]1[CH:8]=[CH:7][CH:6]=[CH:5][CH:4]=1. The yield is 0.800. (4) The reactants are [NH2:1][C:2]1[CH:3]=[C:4]2[C:9](=[CH:10][CH:11]=1)[N:8]=[CH:7][CH:6]=[CH:5]2.[C:12]([OH:16])(=[O:15])[CH:13]=O.[BH3-]C#N.[Na+].[C:21](#N)[CH3:22]. No catalyst specified. The product is [N:8]1[C:9]2[C:4](=[CH:3][C:2]([NH:1][CH2:13][C:12]([O:16][CH2:21][CH3:22])=[O:15])=[CH:11][CH:10]=2)[CH:5]=[CH:6][CH:7]=1. The yield is 0.870.